From a dataset of Forward reaction prediction with 1.9M reactions from USPTO patents (1976-2016). Predict the product of the given reaction. Given the reactants [C:1]1([S:7](Cl)(=[O:9])=[O:8])[CH:6]=[CH:5][CH:4]=[CH:3][CH:2]=1.[F:11][C:12]1[CH:13]=[C:14]2[C:18](=[CH:19][CH:20]=1)[NH:17][CH:16]=[CH:15]2, predict the reaction product. The product is: [C:1]1([S:7]([N:17]2[C:18]3[C:14](=[CH:13][C:12]([F:11])=[CH:20][CH:19]=3)[CH:15]=[CH:16]2)(=[O:9])=[O:8])[CH:6]=[CH:5][CH:4]=[CH:3][CH:2]=1.